The task is: Predict the reactants needed to synthesize the given product.. This data is from Full USPTO retrosynthesis dataset with 1.9M reactions from patents (1976-2016). (1) Given the product [CH3:7][N:8]([CH3:41])[C:9]([C:11]1[CH:12]=[C:13]([S:17]([C:19]2[CH:28]=[C:27]3[C:22]([C:23]([NH:32][C:33]4[CH:38]=[CH:37][CH:36]=[C:35]([O:39][CH3:40])[CH:34]=4)=[C:24]([C:29]([NH2:31])=[O:30])[CH:25]=[N:26]3)=[CH:21][CH:20]=2)(=[O:1])=[O:18])[CH:14]=[CH:15][CH:16]=1)=[O:10], predict the reactants needed to synthesize it. The reactants are: [OH:1]OS([O-])=O.[K+].[CH3:7][N:8]([CH3:41])[C:9]([C:11]1[CH:12]=[C:13]([S:17]([C:19]2[CH:28]=[C:27]3[C:22]([C:23]([NH:32][C:33]4[CH:38]=[CH:37][CH:36]=[C:35]([O:39][CH3:40])[CH:34]=4)=[C:24]([C:29]([NH2:31])=[O:30])[CH:25]=[N:26]3)=[CH:21][CH:20]=2)=[O:18])[CH:14]=[CH:15][CH:16]=1)=[O:10]. (2) Given the product [Cl:7][CH:6]([Cl:8])[C:25](=[O:26])[C@@H:17]([N:16]([CH2:9][C:10]1[CH:11]=[CH:12][CH:13]=[CH:14][CH:15]=1)[CH2:28][C:29]1[CH:30]=[CH:31][CH:32]=[CH:33][CH:34]=1)[CH2:18][C:19]1[CH:24]=[CH:23][CH:22]=[CH:21][CH:20]=1, predict the reactants needed to synthesize it. The reactants are: C([Li])CCC.[CH2:6]([Cl:8])[Cl:7].[CH2:9]([N:16]([CH2:28][C:29]1[CH:34]=[CH:33][CH:32]=[CH:31][CH:30]=1)[C@H:17]([C:25](O)=[O:26])[CH2:18][C:19]1[CH:24]=[CH:23][CH:22]=[CH:21][CH:20]=1)[C:10]1[CH:15]=[CH:14][CH:13]=[CH:12][CH:11]=1.Cl.